Dataset: Forward reaction prediction with 1.9M reactions from USPTO patents (1976-2016). Task: Predict the product of the given reaction. (1) Given the reactants [F:1][C:2]([F:22])([C:15]1[CH:20]=[CH:19][C:18]([F:21])=[CH:17][N:16]=1)[C:3]1[NH:12][C:11](=O)[C:10]2[C:5](=[C:6]([CH3:14])[CH:7]=[CH:8][CH:9]=2)[N:4]=1.CCN(C(C)C)C(C)C.O=P(Cl)(Cl)[Cl:34], predict the reaction product. The product is: [Cl:34][C:11]1[C:10]2[C:5](=[C:6]([CH3:14])[CH:7]=[CH:8][CH:9]=2)[N:4]=[C:3]([C:2]([F:22])([F:1])[C:15]2[CH:20]=[CH:19][C:18]([F:21])=[CH:17][N:16]=2)[N:12]=1. (2) Given the reactants C([O:4][CH2:5][CH:6]([CH2:20][O:21]C(=O)C)[CH2:7][CH2:8][N:9]1[CH:17]=[N:16][C:15]2[C:10]1=[N:11][C:12]([NH2:19])=[N:13][C:14]=2Cl)(=O)C.[OH2:25].[OH-].[Na+], predict the reaction product. The product is: [OH:4][CH2:5][CH:6]([CH2:20][OH:21])[CH2:7][CH2:8][N:9]1[CH:17]=[N:16][C:15]2[C:14](=[O:25])[NH:13][C:12]([NH2:19])=[N:11][C:10]1=2.[CH:17]1[N:9]([CH2:8][CH2:7][CH:6]([CH2:20][OH:21])[CH2:5][OH:4])[C:10]2[N:11]=[C:12]([NH2:19])[N:13]=[C:14]([OH:25])[C:15]=2[N:16]=1. (3) Given the reactants [H-].[Na+].Cl.[CH2:4]([N:11]1[CH2:16][CH2:15][CH:14]([C:17]([O:19][CH2:20][CH3:21])=[O:18])[C:13](=[O:22])[CH2:12]1)[C:5]1[CH:10]=[CH:9][CH:8]=[CH:7][CH:6]=1.[F:23][C:24]([F:37])([F:36])[S:25](O[S:25]([C:24]([F:37])([F:36])[F:23])(=[O:27])=[O:26])(=[O:27])=[O:26].[Cl-].[NH4+], predict the reaction product. The product is: [CH2:4]([N:11]1[CH2:12][C:13]([O:22][S:25]([C:24]([F:37])([F:36])[F:23])(=[O:27])=[O:26])=[C:14]([C:17]([O:19][CH2:20][CH3:21])=[O:18])[CH2:15][CH2:16]1)[C:5]1[CH:6]=[CH:7][CH:8]=[CH:9][CH:10]=1. (4) Given the reactants [CH:1]1([C:4]2[NH:8][N:7]=[C:6]([NH2:9])[CH:5]=2)[CH2:3][CH2:2]1.CO[C:12](=[O:21])[C:13]1[CH:18]=[CH:17][CH:16]=[C:15]([CH2:19]Br)[CH:14]=1.[Cl:22][C:23]1[CH:28]=[CH:27][C:26]([C@@H:29]2[C@:31]3([C:39]4[C:34](=[CH:35][CH:36]=[CH:37][CH:38]=4)[NH:33][C:32]3=[O:40])[CH2:30]2)=[CH:25][CH:24]=1, predict the reaction product. The product is: [Cl:22][C:23]1[CH:24]=[CH:25][C:26]([C@H:29]2[C@@:31]3([C:39]4[C:34](=[CH:35][CH:36]=[CH:37][CH:38]=4)[N:33]([CH2:19][C:15]4[CH:14]=[C:13]([CH:18]=[CH:17][CH:16]=4)[C:12]([NH:9][C:6]4[CH:5]=[C:4]([CH:1]5[CH2:3][CH2:2]5)[NH:8][N:7]=4)=[O:21])[C:32]3=[O:40])[CH2:30]2)=[CH:27][CH:28]=1. (5) Given the reactants C1[O:9][C:8]2[CH:7]=[CH:6][C:5]([C:10]([C:12]([C:14]3[CH:19]=[CH:18][C:17]4[O:20]C[O:22][C:16]=4[CH:15]=3)=[O:13])=[O:11])=[CH:4][C:3]=2[O:2]1.C(Cl)Cl.B(Br)(Br)Br, predict the reaction product. The product is: [OH:2][C:3]1[CH:4]=[C:5]([C:10]([C:12]([C:14]2[CH:19]=[CH:18][C:17]([OH:20])=[C:16]([OH:22])[CH:15]=2)=[O:13])=[O:11])[CH:6]=[CH:7][C:8]=1[OH:9]. (6) Given the reactants [Br:1][C:2]1[CH:3]=[CH:4][C:5]([CH3:11])=[C:6]([CH:10]=1)[C:7]([OH:9])=O.C(Cl)(=O)C(Cl)=O.[C:18]1([O:24][CH3:25])[CH:23]=[CH:22][CH:21]=[CH:20][CH:19]=1.[Al+3].[Cl-].[Cl-].[Cl-], predict the reaction product. The product is: [Br:1][C:2]1[CH:3]=[CH:4][C:5]([CH3:11])=[C:6]([CH:10]=1)[C:7]([C:21]1[CH:22]=[CH:23][C:18]([O:24][CH3:25])=[CH:19][CH:20]=1)=[O:9].